From a dataset of Full USPTO retrosynthesis dataset with 1.9M reactions from patents (1976-2016). Predict the reactants needed to synthesize the given product. (1) The reactants are: [F:1][C:2]([CH3:20])([CH3:19])[CH2:3][N:4]1[CH2:9][CH2:8][CH:7]([CH2:10][O:11][C:12]2[CH:17]=[N:16][C:15](I)=[CH:14][N:13]=2)[CH2:6][CH2:5]1.[F:21][C:22]1[CH:27]=[C:26]([C:28]([O:30][CH3:31])=[O:29])[CH:25]=[CH:24][C:23]=1B(O)O.C([O-])([O-])=O.[Cs+].[Cs+]. Given the product [F:21][C:22]1[CH:27]=[C:26]([CH:25]=[CH:24][C:23]=1[C:15]1[CH:14]=[N:13][C:12]([O:11][CH2:10][CH:7]2[CH2:8][CH2:9][N:4]([CH2:3][C:2]([F:1])([CH3:20])[CH3:19])[CH2:5][CH2:6]2)=[CH:17][N:16]=1)[C:28]([O:30][CH3:31])=[O:29], predict the reactants needed to synthesize it. (2) The reactants are: [CH3:1][O:2][C:3]1[N:8]=[C:7]([CH:9]=[O:10])[CH:6]=[C:5]([NH:11][CH2:12][CH2:13][C:14]2[CH:19]=[CH:18][C:17]([O:20][CH3:21])=[CH:16][CH:15]=2)[N:4]=1.S([CH2:32][N+:33]#[C-:34])(C1C=CC(C)=CC=1)(=O)=O.COCCOC. Given the product [CH3:1][O:2][C:3]1[N:4]=[C:5]([NH:11][CH2:12][CH2:13][C:14]2[CH:15]=[CH:16][C:17]([O:20][CH3:21])=[CH:18][CH:19]=2)[CH:6]=[C:7]([C:9]2[O:10][CH:34]=[N:33][CH:32]=2)[N:8]=1, predict the reactants needed to synthesize it. (3) The reactants are: [F:1][C:2]([F:25])([C:6]([F:24])([F:23])[C:7]([F:22])([F:21])[C:8]([F:20])([F:19])[C:9]([F:18])([F:17])[C:10]([F:16])([F:15])[C:11]([F:14])([F:13])[F:12])[C:3]([NH2:5])=[O:4].[CH3:26][Si:27]([CH3:30])([CH3:29])Cl.CCCCCCCCCCCCCCCC. Given the product [CH3:26][Si:27]([CH3:30])([CH3:29])[N:5]([Si:27]([CH3:30])([CH3:29])[CH3:26])[C:3](=[O:4])[C:2]([F:25])([F:1])[C:6]([F:23])([F:24])[C:7]([F:21])([F:22])[C:8]([F:19])([F:20])[C:9]([F:17])([F:18])[C:10]([F:15])([F:16])[C:11]([F:14])([F:13])[F:12], predict the reactants needed to synthesize it. (4) Given the product [C:15]([O:19][C:20](=[O:38])[NH:21][CH2:22][C:23]1[CH:24]=[N:25][CH:26]=[C:27]([C:2]2[CH:11]=[N:10][C:9]3[N:8]([C:12](=[O:13])[NH2:14])[CH2:7][CH2:6][CH2:5][C:4]=3[CH:3]=2)[CH:28]=1)([CH3:18])([CH3:16])[CH3:17], predict the reactants needed to synthesize it. The reactants are: Br[C:2]1[CH:3]=[C:4]2[C:9](=[N:10][CH:11]=1)[N:8]([C:12]([NH2:14])=[O:13])[CH2:7][CH2:6][CH2:5]2.[C:15]([O:19][C:20](=[O:38])[NH:21][CH2:22][C:23]1[CH:24]=[N:25][CH:26]=[C:27](B2OC(C)(C)C(C)(C)O2)[CH:28]=1)([CH3:18])([CH3:17])[CH3:16].C([O-])([O-])=O.[Na+].[Na+].CCOC(C)=O. (5) Given the product [CH3:3][C:4]1([CH3:13])[O:8][N:7]=[C:6]([S:9][CH2:12][C:28]2[C:29]([C:35]([F:38])([F:37])[F:36])=[N:30][N:31]([CH3:34])[C:32]=2[F:33])[CH2:5]1, predict the reactants needed to synthesize it. The reactants are: [SH-].[Na+].[CH3:3][C:4]1([CH3:13])[O:8][N:7]=[C:6]([S:9]([CH3:12])(=O)=O)[CH2:5]1.C(=O)([O-])[O-].[K+].[K+].C(S([O-])=O)O.[Na+].BrC[C:28]1[C:29]([C:35]([F:38])([F:37])[F:36])=[N:30][N:31]([CH3:34])[C:32]=1[F:33].